From a dataset of Catalyst prediction with 721,799 reactions and 888 catalyst types from USPTO. Predict which catalyst facilitates the given reaction. (1) Reactant: [F:8][C:7]([F:10])([F:9])[C:6](O[C:6](=[O:11])[C:7]([F:10])([F:9])[F:8])=[O:11].[NH2:14][C:15]1[CH:16]=[CH:17][C:18]([O:23][CH:24]2[CH2:26][CH2:25]2)=[C:19]([CH2:21][OH:22])[CH:20]=1.C(N(CC)CC)C. Product: [CH:24]1([O:23][C:18]2[CH:17]=[CH:16][C:15]([NH:14][C:6](=[O:11])[C:7]([F:8])([F:9])[F:10])=[CH:20][C:19]=2[CH2:21][OH:22])[CH2:26][CH2:25]1. The catalyst class is: 4. (2) Reactant: [CH3:1][O:2][C:3]([C@@H:5]([N:13]1[CH2:21][C:17]2[CH:18]=[CH:19][S:20][C:16]=2[CH2:15][CH2:14]1)[C:6]1[CH:7]=[CH:8][CH:9]=[CH:10][C:11]=1[Cl:12])=[O:4].CO.[OH:24][S:25]([OH:28])(=[O:27])=[O:26]. Product: [CH3:1][O:2][C:3]([C@@H:5]([N:13]1[CH2:21][C:17]2[CH:18]=[CH:19][S:20][C:16]=2[CH2:15][CH2:14]1)[C:6]1[C:11]([Cl:12])=[CH:10][CH:9]=[CH:8][CH:7]=1)=[O:4].[OH:27][S:25]([OH:28])(=[O:26])=[O:24]. The catalyst class is: 237. (3) Reactant: [CH2:1]([O:3][C:4](=[O:26])[C@H:5]([CH2:24][OH:25])[CH2:6][C@H:7]([NH:16][C:17]([O:19][C:20]([CH3:23])([CH3:22])[CH3:21])=[O:18])[CH2:8][C:9]1[CH:14]=[CH:13][C:12](Br)=[CH:11][CH:10]=1)[CH3:2].[Cl:27][C:28]1[CH:29]=[C:30](B(O)O)[CH:31]=[CH:32][CH:33]=1.[F-].[K+]. Product: [CH2:1]([O:3][C:4](=[O:26])[C@H:5]([CH2:24][OH:25])[CH2:6][C@H:7]([NH:16][C:17]([O:19][C:20]([CH3:23])([CH3:22])[CH3:21])=[O:18])[CH2:8][C:9]1[CH:14]=[CH:13][C:12]([C:32]2[CH:31]=[CH:30][CH:29]=[C:28]([Cl:27])[CH:33]=2)=[CH:11][CH:10]=1)[CH3:2]. The catalyst class is: 117. (4) Reactant: Cl.[CH3:2][O:3][NH:4][CH3:5].C(N(C(C)C)CC)(C)C.[CH:15]1([CH2:21][N:22]2[C:26]3[CH:27]=[CH:28][C:29]([C:31]([OH:33])=O)=[CH:30][C:25]=3[N:24]=[C:23]2[C:34]([CH3:38])([CH3:37])[CH2:35][CH3:36])[CH2:20][CH2:19][CH2:18][CH2:17][CH2:16]1.CN(C(ON1N=NC2C=CC=NC1=2)=[N+](C)C)C.F[P-](F)(F)(F)(F)F. Product: [CH:15]1([CH2:21][N:22]2[C:26]3[CH:27]=[CH:28][C:29]([C:31]([N:4]([O:3][CH3:2])[CH3:5])=[O:33])=[CH:30][C:25]=3[N:24]=[C:23]2[C:34]([CH3:37])([CH3:38])[CH2:35][CH3:36])[CH2:20][CH2:19][CH2:18][CH2:17][CH2:16]1. The catalyst class is: 18. (5) Reactant: [CH3:1][O:2][C:3](=[O:29])[C@H:4]([CH2:21][C:22]1[CH:27]=[CH:26][C:25]([NH2:28])=[CH:24][CH:23]=1)[NH:5][C:6]([C:8]1([CH2:13][CH2:14][CH2:15][CH2:16][S:17]([CH3:20])(=[O:19])=[O:18])[CH2:12][CH2:11][CH2:10][CH2:9]1)=[S:7].[Cl:30][C:31]1[CH:39]=[CH:38][CH:37]=[C:36]([Cl:40])[C:32]=1[C:33](Cl)=[O:34].C(N(C(C)C)CC)(C)C. Product: [CH3:1][O:2][C:3](=[O:29])[C@H:4]([CH2:21][C:22]1[CH:27]=[CH:26][C:25]([NH:28][C:33]([C:32]2[C:31]([Cl:30])=[CH:39][CH:38]=[CH:37][C:36]=2[Cl:40])=[O:34])=[CH:24][CH:23]=1)[NH:5][C:6]([C:8]1([CH2:13][CH2:14][CH2:15][CH2:16][S:17]([CH3:20])(=[O:19])=[O:18])[CH2:12][CH2:11][CH2:10][CH2:9]1)=[S:7]. The catalyst class is: 46. (6) Reactant: Cl.[CH3:2][O:3][C:4](=[O:10])[C@H:5]([CH2:7][CH2:8][CH3:9])[NH2:6].[F:11][C:12]1[CH:13]=[C:14]2[C:19](=[C:20]([F:22])[CH:21]=1)[CH2:18][C:17](=O)[CH2:16][CH2:15]2.C(O[BH-](OC(=O)C)OC(=O)C)(=O)C.[Na+]. Product: [CH3:2][O:3][C:4](=[O:10])[CH:5]([NH:6][CH:17]1[CH2:16][CH2:15][C:14]2[C:19](=[C:20]([F:22])[CH:21]=[C:12]([F:11])[CH:13]=2)[CH2:18]1)[CH2:7][CH2:8][CH3:9]. The catalyst class is: 2. (7) Reactant: Br[C:2]1[C:10]2[O:9][CH2:8][CH2:7][C:6]=2[C:5]([CH3:11])=[C:4]([NH:12][C:13](=[O:19])[O:14][C:15]([CH3:18])([CH3:17])[CH3:16])[C:3]=1[CH3:20].C([Li])CCC.[CH3:26][CH:27]([C:29]1[CH:34]=[CH:33][C:32]([C:35]([CH3:37])=[O:36])=[CH:31][CH:30]=1)[CH3:28].O. Product: [OH:36][C:35]([C:2]1[C:10]2[O:9][CH2:8][CH2:7][C:6]=2[C:5]([CH3:11])=[C:4]([NH:12][C:13](=[O:19])[O:14][C:15]([CH3:18])([CH3:17])[CH3:16])[C:3]=1[CH3:20])([C:32]1[CH:33]=[CH:34][C:29]([CH:27]([CH3:28])[CH3:26])=[CH:30][CH:31]=1)[CH3:37]. The catalyst class is: 1. (8) Reactant: [NH2:1][CH2:2][CH2:3][CH2:4][C@H:5]([NH:9][C:10]([C:12]1[C:13](=[O:27])[N:14]([CH2:18][C:19]2[CH:24]=[C:23]([Cl:25])[CH:22]=[C:21]([Cl:26])[CH:20]=2)[CH:15]=[CH:16][CH:17]=1)=[O:11])[C:6]([OH:8])=[O:7].[C:28]([OH:34])([C:30]([F:33])([F:32])[F:31])=[O:29].C(O)C.Cl.[C:39](=[NH:44])(OCC)[CH3:40]. Product: [Cl:26][C:21]1[CH:20]=[C:19]([CH:24]=[C:23]([Cl:25])[CH:22]=1)[CH2:18][N:14]1[CH:15]=[CH:16][CH:17]=[C:12]([C:10]([NH:9][C@@H:5]([CH2:4][CH2:3][CH2:2][NH:1][C:39](=[NH:44])[CH3:40])[C:6]([OH:8])=[O:7])=[O:11])[C:13]1=[O:27].[C:28]([OH:34])([C:30]([F:33])([F:32])[F:31])=[O:29]. The catalyst class is: 424.